Dataset: Forward reaction prediction with 1.9M reactions from USPTO patents (1976-2016). Task: Predict the product of the given reaction. (1) Given the reactants [F:1][C:2]1[CH:32]=[CH:31][C:5]([O:6][C:7]2[CH:12]=[CH:11][C:10]([S:13]([N:16]3[CH2:25][CH2:24][C:23]4[C:18](=[CH:19][CH:20]=[C:21]([OH:26])[CH:22]=4)[CH:17]3[C:27]([O:29][CH3:30])=[O:28])(=[O:15])=[O:14])=[CH:9][CH:8]=2)=[CH:4][CH:3]=1.[CH2:33]([N:35]([CH2:39][CH3:40])[CH2:36][CH2:37]O)[CH3:34].FC1C=CC(OC2C=CC(S(N3CCC4C(=CC=C(OCCCN5CCN(C)CC5)C=4)C3C(OC)=O)(=O)=O)=CC=2)=CC=1, predict the reaction product. The product is: [CH2:33]([N:35]([CH2:39][CH3:40])[CH2:36][CH2:37][O:26][C:21]1[CH:22]=[C:23]2[C:18](=[CH:19][CH:20]=1)[CH:17]([C:27]([O:29][CH3:30])=[O:28])[N:16]([S:13]([C:10]1[CH:9]=[CH:8][C:7]([O:6][C:5]3[CH:4]=[CH:3][C:2]([F:1])=[CH:32][CH:31]=3)=[CH:12][CH:11]=1)(=[O:14])=[O:15])[CH2:25][CH2:24]2)[CH3:34]. (2) Given the reactants [Cl:1][C:2]1[CH:3]=[C:4]([NH:10][C:11]2[N:16]=[C:15](Cl)[N:14]=[C:13]([Cl:18])[N:12]=2)[CH:5]=[CH:6][C:7]=1[O:8][CH3:9].[CH:19]1([NH2:26])[CH2:25][CH2:24][CH2:23][CH2:22][CH2:21][CH2:20]1.O.[OH-].[Na+], predict the reaction product. The product is: [Cl:18][C:13]1[N:12]=[C:11]([NH:10][C:4]2[CH:5]=[CH:6][C:7]([O:8][CH3:9])=[C:2]([Cl:1])[CH:3]=2)[N:16]=[C:15]([NH:26][CH:19]2[CH2:25][CH2:24][CH2:23][CH2:22][CH2:21][CH2:20]2)[N:14]=1. (3) Given the reactants CC(C)([O-])C.[K+].[CH3:7][C:8]1[NH:12][C:11]([C:13]([O:15][CH2:16][CH3:17])=[O:14])=[C:10]([C:18]2[CH:23]=[CH:22][CH:21]=[CH:20][CH:19]=2)[C:9]=1[C:24]([O:26][CH2:27][CH3:28])=[O:25].Cl[CH2:30][CH2:31][S:32][CH3:33].[Cl-].[NH4+], predict the reaction product. The product is: [CH3:7][C:8]1[N:12]([CH2:30][CH2:31][S:32][CH3:33])[C:11]([C:13]([O:15][CH2:16][CH3:17])=[O:14])=[C:10]([C:18]2[CH:23]=[CH:22][CH:21]=[CH:20][CH:19]=2)[C:9]=1[C:24]([O:26][CH2:27][CH3:28])=[O:25]. (4) Given the reactants [OH-].[Na+].[O:3]1[CH2:8][CH2:7][N:6]([CH2:9][CH2:10][O:11][C:12]2[CH:17]=[CH:16][C:15]([N:18]3[C:22]([C:23]([O:25]CC)=[O:24])=[CH:21][C:20]([Si:28]([CH3:31])([CH3:30])[CH3:29])=[N:19]3)=[CH:14][CH:13]=2)[CH2:5][CH2:4]1, predict the reaction product. The product is: [O:3]1[CH2:8][CH2:7][N:6]([CH2:9][CH2:10][O:11][C:12]2[CH:17]=[CH:16][C:15]([N:18]3[C:22]([C:23]([OH:25])=[O:24])=[CH:21][C:20]([Si:28]([CH3:31])([CH3:30])[CH3:29])=[N:19]3)=[CH:14][CH:13]=2)[CH2:5][CH2:4]1.